The task is: Predict the reactants needed to synthesize the given product.. This data is from Full USPTO retrosynthesis dataset with 1.9M reactions from patents (1976-2016). (1) Given the product [BrH:24].[C:4]([C:3]1[C:2](=[NH:1])[N:10]([CH2:23][C:15]2[CH:14]=[C:13]([Cl:12])[CH:22]=[CH:21][C:16]=2[C:17]([O:19][CH3:20])=[O:18])[CH:9]=[C:8]([Cl:11])[CH:7]=1)(=[O:5])[NH2:6], predict the reactants needed to synthesize it. The reactants are: [NH2:1][C:2]1[N:10]=[CH:9][C:8]([Cl:11])=[CH:7][C:3]=1[C:4]([NH2:6])=[O:5].[Cl:12][C:13]1[CH:22]=[CH:21][C:16]([C:17]([O:19][CH3:20])=[O:18])=[C:15]([CH2:23][Br:24])[CH:14]=1.C(OCC)(=O)C. (2) Given the product [N:16]1[CH:17]=[CH:18][C:13]([C:9]2[C:8]3[C:12](=[C:4]([NH2:1])[CH:5]=[CH:6][CH:7]=3)[NH:11][N:10]=2)=[CH:14][CH:15]=1, predict the reactants needed to synthesize it. The reactants are: [N+:1]([C:4]1[CH:5]=[CH:6][CH:7]=[C:8]2[C:12]=1[NH:11][N:10]=[C:9]2[C:13]1[CH:18]=[CH:17][N:16]=[CH:15][CH:14]=1)([O-])=O.